This data is from NCI-60 drug combinations with 297,098 pairs across 59 cell lines. The task is: Regression. Given two drug SMILES strings and cell line genomic features, predict the synergy score measuring deviation from expected non-interaction effect. (1) Cell line: SN12C. Synergy scores: CSS=8.60, Synergy_ZIP=-9.52, Synergy_Bliss=-9.64, Synergy_Loewe=-8.96, Synergy_HSA=-8.42. Drug 1: CCN(CC)CCCC(C)NC1=C2C=C(C=CC2=NC3=C1C=CC(=C3)Cl)OC. Drug 2: C1C(C(OC1N2C=NC(=NC2=O)N)CO)O. (2) Drug 1: CCC(=C(C1=CC=CC=C1)C2=CC=C(C=C2)OCCN(C)C)C3=CC=CC=C3.C(C(=O)O)C(CC(=O)O)(C(=O)O)O. Drug 2: C1=NC(=NC(=O)N1C2C(C(C(O2)CO)O)O)N. Cell line: CAKI-1. Synergy scores: CSS=-2.87, Synergy_ZIP=-9.38, Synergy_Bliss=-19.1, Synergy_Loewe=-48.8, Synergy_HSA=-23.6. (3) Drug 1: C1CCC(C1)C(CC#N)N2C=C(C=N2)C3=C4C=CNC4=NC=N3. Drug 2: C1=NC2=C(N1)C(=S)N=C(N2)N. Cell line: NCIH23. Synergy scores: CSS=46.2, Synergy_ZIP=-3.96, Synergy_Bliss=-3.77, Synergy_Loewe=-12.0, Synergy_HSA=-1.91. (4) Drug 2: C1CN(P(=O)(OC1)NCCCl)CCCl. Drug 1: CC1CCC2CC(C(=CC=CC=CC(CC(C(=O)C(C(C(=CC(C(=O)CC(OC(=O)C3CCCCN3C(=O)C(=O)C1(O2)O)C(C)CC4CCC(C(C4)OC)O)C)C)O)OC)C)C)C)OC. Synergy scores: CSS=23.0, Synergy_ZIP=-6.67, Synergy_Bliss=-2.87, Synergy_Loewe=-25.1, Synergy_HSA=-5.38. Cell line: RPMI-8226. (5) Drug 1: CC1=C(C=C(C=C1)NC(=O)C2=CC=C(C=C2)CN3CCN(CC3)C)NC4=NC=CC(=N4)C5=CN=CC=C5. Drug 2: CS(=O)(=O)OCCCCOS(=O)(=O)C. Cell line: RPMI-8226. Synergy scores: CSS=5.24, Synergy_ZIP=-4.92, Synergy_Bliss=-6.06, Synergy_Loewe=-3.12, Synergy_HSA=-3.51. (6) Synergy scores: CSS=75.5, Synergy_ZIP=2.52, Synergy_Bliss=0.765, Synergy_Loewe=-13.6, Synergy_HSA=3.92. Drug 2: CC=C1C(=O)NC(C(=O)OC2CC(=O)NC(C(=O)NC(CSSCCC=C2)C(=O)N1)C(C)C)C(C)C. Cell line: SNB-19. Drug 1: C1=C(C(=O)NC(=O)N1)F. (7) Drug 1: C1CCN(CC1)CCOC2=CC=C(C=C2)C(=O)C3=C(SC4=C3C=CC(=C4)O)C5=CC=C(C=C5)O. Drug 2: CCN(CC)CCCC(C)NC1=C2C=C(C=CC2=NC3=C1C=CC(=C3)Cl)OC. Cell line: SN12C. Synergy scores: CSS=31.2, Synergy_ZIP=-7.83, Synergy_Bliss=1.78, Synergy_Loewe=0.00284, Synergy_HSA=0.200. (8) Drug 1: CC1CCC2CC(C(=CC=CC=CC(CC(C(=O)C(C(C(=CC(C(=O)CC(OC(=O)C3CCCCN3C(=O)C(=O)C1(O2)O)C(C)CC4CCC(C(C4)OC)O)C)C)O)OC)C)C)C)OC. Drug 2: COCCOC1=C(C=C2C(=C1)C(=NC=N2)NC3=CC=CC(=C3)C#C)OCCOC.Cl. Cell line: OVCAR-8. Synergy scores: CSS=27.7, Synergy_ZIP=-5.58, Synergy_Bliss=0.886, Synergy_Loewe=1.41, Synergy_HSA=1.47.